From a dataset of Forward reaction prediction with 1.9M reactions from USPTO patents (1976-2016). Predict the product of the given reaction. (1) Given the reactants Cl.[NH2:2][C@H:3]([C:7]1[CH:15]=[CH:14][C:13]([Cl:16])=[CH:12][C:8]=1[C:9]([OH:11])=[O:10])[CH:4]([CH3:6])[CH3:5].C([O-])(O)=O.[Na+].[F:22][C:23]([F:33])([F:32])[C@H:24]1[CH2:29][CH2:28][C@H:27]([CH:30]=O)[CH2:26][CH2:25]1.[BH3-]C#N.[Na+], predict the reaction product. The product is: [Cl:16][C:13]1[CH:14]=[CH:15][C:7]([C@@H:3]([NH:2][CH2:30][C@H:27]2[CH2:26][CH2:25][C@H:24]([C:23]([F:22])([F:32])[F:33])[CH2:29][CH2:28]2)[CH:4]([CH3:5])[CH3:6])=[C:8]([CH:12]=1)[C:9]([OH:11])=[O:10]. (2) Given the reactants CS(O)(=O)=O.[Cl:6][C:7]1[N:12]=[C:11]([NH:13][CH2:14][CH2:15][CH2:16][CH2:17][CH:18]2[CH2:23][C:22]([CH3:25])([CH3:24])[N:21]([OH:26])[C:20]([CH3:28])([CH3:27])[CH2:19]2)[N:10]=[C:9]([NH:29][CH2:30][CH2:31][CH2:32][CH2:33][CH:34]2[CH2:39][C:38]([CH3:41])([CH3:40])[N:37]([OH:42])[C:36]([CH3:44])([CH3:43])[CH2:35]2)[N:8]=1.OO.S([O-])([O-])=O.[Na+].[Na+].[CH2:53]1[CH2:58][CH2:57][CH2:56][CH2:55][CH2:54]1, predict the reaction product. The product is: [Cl:6][C:7]1[N:8]=[C:9]([NH:29][CH2:30][CH2:31][CH2:32][CH2:33][CH:34]2[CH2:35][C:36]([CH3:44])([CH3:43])[N:37]([O:42][CH:53]3[CH2:58][CH2:57][CH2:56][CH2:55][CH2:54]3)[C:38]([CH3:41])([CH3:40])[CH2:39]2)[N:10]=[C:11]([NH:13][CH2:14][CH2:15][CH2:16][CH2:17][CH:18]2[CH2:19][C:20]([CH3:28])([CH3:27])[N:21]([O:26][CH:53]3[CH2:58][CH2:57][CH2:56][CH2:55][CH2:54]3)[C:22]([CH3:24])([CH3:25])[CH2:23]2)[N:12]=1. (3) Given the reactants [Cl:1][C:2]1[CH:3]=[C:4]2[C:9](=[CH:10][CH:11]=1)[C:8]([C:12](O)([CH3:14])[CH3:13])=[N:7][N:6]=[CH:5]2.CCN(S(F)(F)[F:22])CC, predict the reaction product. The product is: [Cl:1][C:2]1[CH:3]=[C:4]2[C:9](=[CH:10][CH:11]=1)[C:8]([C:12]([F:22])([CH3:14])[CH3:13])=[N:7][N:6]=[CH:5]2.